Dataset: Full USPTO retrosynthesis dataset with 1.9M reactions from patents (1976-2016). Task: Predict the reactants needed to synthesize the given product. Given the product [CH3:13][N:14]([C:15]1[CH:20]=[CH:19][CH:18]=[CH:17][CH:16]=1)[C:2]1[N:11]=[C:10]([N:3]([CH3:2])[C:4]2[CH:9]=[CH:8][CH:7]=[CH:6][CH:5]=2)[C:9]2[C:4](=[CH:5][CH:6]=[CH:7][CH:8]=2)[N:3]=1, predict the reactants needed to synthesize it. The reactants are: Cl[C:2]1[N:11]=[C:10](Cl)[C:9]2[C:4](=[CH:5][CH:6]=[CH:7][CH:8]=2)[N:3]=1.[CH3:13][NH:14][C:15]1[CH:20]=[CH:19][CH:18]=[CH:17][CH:16]=1.